Dataset: Full USPTO retrosynthesis dataset with 1.9M reactions from patents (1976-2016). Task: Predict the reactants needed to synthesize the given product. (1) Given the product [Br:1][C:2]1[CH:7]=[N:6][C:5]([NH:8][C:9]2[CH:10]=[CH:11][C:12]([F:16])=[C:13]([CH:14]=2)[O:15][CH2:18][CH2:19][OH:20])=[N:4][CH:3]=1, predict the reactants needed to synthesize it. The reactants are: [Br:1][C:2]1[CH:3]=[N:4][C:5]([NH:8][C:9]2[CH:10]=[CH:11][C:12]([F:16])=[C:13]([OH:15])[CH:14]=2)=[N:6][CH:7]=1.Br[CH2:18][CH2:19][OH:20].C(=O)([O-])[O-].[Cs+].[Cs+]. (2) Given the product [NH2:39][C:6]1[N:7]=[C:8]2[CH:13]=[CH:12][C:11]([O:14][C:15]3[CH:16]=[C:17]([NH:21][C:22]([C:24]4[C:29]([CH3:30])=[CH:28][CH:27]=[CH:26][N:25]=4)=[O:23])[CH:18]=[CH:19][CH:20]=3)=[CH:10][N:9]2[N:5]=1, predict the reactants needed to synthesize it. The reactants are: C(OC(=O)[NH:5][C:6](=S)[NH:7][C:8]1[CH:13]=[CH:12][C:11]([O:14][C:15]2[CH:20]=[CH:19][CH:18]=[C:17]([NH:21][C:22]([C:24]3[C:29]([CH3:30])=[CH:28][CH:27]=[CH:26][N:25]=3)=[O:23])[CH:16]=2)=[CH:10][N:9]=1)C.[Cl-].O[NH3+].C([N:39](CC)C(C)C)(C)C.C(O)C. (3) Given the product [CH2:32]([N:23]([C@H:24]([C:10]1[CH:15]=[CH:14][CH:13]=[CH:12][CH:11]=1)[CH3:25])[C@@H:16]([C:12]1[CH:11]=[C:10]([CH2:9][C:1]#[N:2])[CH:15]=[CH:14][CH:13]=1)[CH2:17][CH2:18][O:19][CH2:20][O:21][CH3:22])[C:33]1[CH:38]=[CH:37][CH:36]=[CH:35][CH:34]=1, predict the reactants needed to synthesize it. The reactants are: [C-:1]#[N:2].[K+].CS(O[CH2:9][C:10]1[CH:15]=[CH:14][CH:13]=[C:12]([C@H:16]([N:23]([CH2:32][C:33]2[CH:38]=[CH:37][CH:36]=[CH:35][CH:34]=2)[C@H:24](C2C=CC=CC=2)[CH3:25])[CH2:17][CH2:18][O:19][CH2:20][O:21][CH3:22])[CH:11]=1)(=O)=O.